The task is: Predict the reaction yield, written as a fraction of the theoretical maximum amount of product (1.0 means a 100% yield; for example, 0.34 means a 34% yield).. This data is from Reaction yield outcomes from USPTO patents with 853,638 reactions. (1) The reactants are [CH3:1][O:2][C:3]1[CH:4]=[C:5]([C:11]2[C:19]3[C:14](=[N:15][CH:16]=[CH:17][CH:18]=3)[NH:13][CH:12]=2)[CH:6]=[CH:7][C:8]=1[O:9][CH3:10].[H-].[Na+].[N+:22]([C:25]1[CH:26]=[C:27]([CH:30]=[CH:31][CH:32]=1)[CH2:28]Cl)([O-:24])=[O:23]. The catalyst is CN(C=O)C. The product is [CH3:1][O:2][C:3]1[CH:4]=[C:5]([C:11]2[C:19]3[C:14](=[N:15][CH:16]=[CH:17][CH:18]=3)[N:13]([CH2:28][C:27]3[CH:30]=[CH:31][CH:32]=[C:25]([N+:22]([O-:24])=[O:23])[CH:26]=3)[CH:12]=2)[CH:6]=[CH:7][C:8]=1[O:9][CH3:10]. The yield is 0.710. (2) The reactants are C(OC(=O)[NH:10][CH2:11][CH:12]1[CH2:17][CH2:16][N:15]([CH2:18][C:19]2([OH:25])[CH2:24][CH2:23][O:22][CH2:21][CH2:20]2)[CH2:14][CH2:13]1)C1C=CC=CC=1. The catalyst is [Pd].CO. The product is [NH2:10][CH2:11][CH:12]1[CH2:17][CH2:16][N:15]([CH2:18][C:19]2([OH:25])[CH2:24][CH2:23][O:22][CH2:21][CH2:20]2)[CH2:14][CH2:13]1. The yield is 0.940. (3) The reactants are [N+:1]([C:4]1[CH:12]=[C:11]2[C:7]([CH:8]=[CH:9][NH:10]2)=[CH:6][CH:5]=1)([O-:3])=[O:2].[C:13]([O-])([O-])=O.[K+].[K+].CI.O. The catalyst is CN(C=O)C. The product is [CH3:13][N:10]1[C:11]2[C:7](=[CH:6][CH:5]=[C:4]([N+:1]([O-:3])=[O:2])[CH:12]=2)[CH:8]=[CH:9]1. The yield is 0.980. (4) The reactants are Cl[C:2]1[C:11]([N+:12]([O-:14])=[O:13])=[CH:10][C:5]([C:6]([O:8][CH3:9])=[O:7])=[CH:4][N:3]=1.[NH:15]1[CH2:20][CH2:19][CH2:18][CH2:17][C@H:16]1[C:21]([O:23][CH3:24])=[O:22]. The catalyst is C(OCC)(=O)C. The product is [CH3:24][O:23][C:21]([C@@H:16]1[CH2:17][CH2:18][CH2:19][CH2:20][N:15]1[C:2]1[C:11]([N+:12]([O-:14])=[O:13])=[CH:10][C:5]([C:6]([O:8][CH3:9])=[O:7])=[CH:4][N:3]=1)=[O:22]. The yield is 0.980. (5) The reactants are [H-].[Na+].N[C:4]1[CH:9]=[CH:8][CH:7]=[CH:6][CH:5]=1.C[C:11]1[CH2:15][C:14](C)=[C:13](C)[C:12]=1[CH3:18].Cl[Si:20]([C:23]1[CH:28]=[C:27]([CH2:29][CH2:30][CH2:31]CCC)[CH:26]=C(CCCCCC)[CH:24]=1)([CH3:22])[CH3:21].[C:41](=O)([O-])[O-].[Na+].[Na+].[C:47]1(C)[CH:52]=[CH:51][CH:50]=[CH:49][CH:48]=1. The catalyst is O1CCCC1. The product is [CH2:51]([C:6]1[CH:5]=[C:4]([C:28]2[C:23]([SiH:20]([CH3:21])[CH3:22])([CH3:24])[C:30]([CH3:31])=[C:29]([CH3:41])[C:27]=2[CH3:26])[CH:9]=[C:8]([CH2:11][CH2:15][CH2:14][CH2:13][CH2:12][CH3:18])[CH:7]=1)[CH2:52][CH2:47][CH2:48][CH2:49][CH3:50]. The yield is 0.609. (6) The reactants are C(OC([N:8]1[CH2:13][CH2:12][CH:11]([NH:14][C:15]2[CH:20]=[CH:19][CH:18]=[CH:17][C:16]=2[C:21]([F:24])([F:23])[F:22])[CH2:10][CH2:9]1)=O)(C)(C)C. The product is [NH:8]1[CH2:9][CH2:10][CH:11]([NH:14][C:15]2[CH:20]=[CH:19][CH:18]=[CH:17][C:16]=2[C:21]([F:22])([F:23])[F:24])[CH2:12][CH2:13]1. The catalyst is ClCCl.FC(F)(F)C(O)=O. The yield is 0.990. (7) The reactants are Br[C:2]1[S:3][C:4]([C:8]([O:10][CH2:11][CH3:12])=[O:9])=[C:5]([Br:7])[N:6]=1.C(=O)([O-])[O-].[Cs+].[Cs+].O1CCCC1.[NH:24]1[CH2:29][CH2:28][O:27][CH2:26][CH2:25]1. The catalyst is CCOC(C)=O.O. The product is [Br:7][C:5]1[N:6]=[C:2]([N:24]2[CH2:29][CH2:28][O:27][CH2:26][CH2:25]2)[S:3][C:4]=1[C:8]([O:10][CH2:11][CH3:12])=[O:9]. The yield is 0.810.